From a dataset of Forward reaction prediction with 1.9M reactions from USPTO patents (1976-2016). Predict the product of the given reaction. Given the reactants [NH2:1][CH:2]1[CH2:7][CH2:6][N:5]([C:8]([O:10][CH2:11][C:12]2[CH:17]=[CH:16][CH:15]=[CH:14][CH:13]=2)=[O:9])[CH2:4][CH2:3]1.C(N(CC)CC)C.Cl[C:26]([O:28][CH:29]([CH3:31])[CH3:30])=[O:27], predict the reaction product. The product is: [CH:29]([O:28][C:26]([NH:1][CH:2]1[CH2:3][CH2:4][N:5]([C:8]([O:10][CH2:11][C:12]2[CH:17]=[CH:16][CH:15]=[CH:14][CH:13]=2)=[O:9])[CH2:6][CH2:7]1)=[O:27])([CH3:31])[CH3:30].